Task: Predict the reaction yield, written as a fraction of the theoretical maximum amount of product (1.0 means a 100% yield; for example, 0.34 means a 34% yield).. Dataset: Reaction yield outcomes from USPTO patents with 853,638 reactions (1) The reactants are [CH2:1]([C:8]1[C:17]2[C:12](=[CH:13][CH:14]=[CH:15][CH:16]=2)[C:11]([N:18]2[CH2:23][CH2:22][N:21]([C:24]3[CH:29]=[N:28][C:27]([C:30]([OH:38])([CH3:37])[CH2:31]OS(C)(=O)=O)=[CH:26][N:25]=3)[CH2:20][CH2:19]2)=[N:10][N:9]=1)[C:2]1[CH:7]=[CH:6][CH:5]=[CH:4][CH:3]=1.[OH:39][CH:40]1[CH2:45][CH2:44][NH:43][CH2:42][CH2:41]1.C(N(C(C)C)CC)(C)C. The catalyst is C(#N)C. The product is [CH2:1]([C:8]1[C:17]2[C:12](=[CH:13][CH:14]=[CH:15][CH:16]=2)[C:11]([N:18]2[CH2:23][CH2:22][N:21]([C:24]3[CH:29]=[N:28][C:27]([C:30]([OH:38])([CH3:37])[CH2:31][N:43]4[CH2:44][CH2:45][CH:40]([OH:39])[CH2:41][CH2:42]4)=[CH:26][N:25]=3)[CH2:20][CH2:19]2)=[N:10][N:9]=1)[C:2]1[CH:3]=[CH:4][CH:5]=[CH:6][CH:7]=1. The yield is 0.240. (2) The reactants are C[O:2][C:3]1[CH:8]=[C:7]([Cl:9])[CH:6]=[CH:5][C:4]=1[C:10]1[O:11][C:12]([CH:27]([CH3:29])[CH3:28])=[C:13]([CH2:15][CH2:16][C:17]([C:19]2[CH:24]=[CH:23][C:22]([OH:25])=[C:21]([CH3:26])[CH:20]=2)=[O:18])[N:14]=1.B(Cl)(Cl)Cl.C(Cl)(Cl)Cl.C(=O)([O-])O.[Na+]. The catalyst is C(Cl)Cl. The product is [OH:2][C:3]1[CH:8]=[C:7]([Cl:9])[CH:6]=[CH:5][C:4]=1[C:10]1[O:11][C:12]([CH:27]([CH3:29])[CH3:28])=[C:13]([CH2:15][CH2:16][C:17]([C:19]2[CH:24]=[CH:23][C:22]([OH:25])=[C:21]([CH3:26])[CH:20]=2)=[O:18])[N:14]=1. The yield is 0.640. (3) The reactants are [Cl:1][C:2]1[CH:3]=[C:4]([CH:8]=[C:9]([OH:12])[C:10]=1[OH:11])[C:5]([OH:7])=[O:6].Cl[Si](C)(C)[CH3:15]. The catalyst is CO. The product is [Cl:1][C:2]1[CH:3]=[C:4]([CH:8]=[C:9]([OH:12])[C:10]=1[OH:11])[C:5]([O:7][CH3:15])=[O:6]. The yield is 0.820. (4) The reactants are [CH3:1][C:2]1[CH:7]=[CH:6][C:5]([S:8]([NH:11][C:12]2[CH:17]=[CH:16][C:15]([N+:18]([O-])=O)=[CH:14][N:13]=2)(=[O:10])=[O:9])=[CH:4][CH:3]=1.C([O-])=O.[NH4+]. The catalyst is [C].[Pd].CO. The product is [NH2:18][C:15]1[CH:16]=[CH:17][C:12]([NH:11][S:8]([C:5]2[CH:6]=[CH:7][C:2]([CH3:1])=[CH:3][CH:4]=2)(=[O:10])=[O:9])=[N:13][CH:14]=1. The yield is 0.420. (5) The reactants are CO[C:3]([C:5]1[N:6]=[C:7]([CH3:23])[C:8]2[C:13]([C:14]=1[OH:15])=[CH:12][CH:11]=[C:10]([O:16][C:17]1[CH:22]=[CH:21][CH:20]=[CH:19][CH:18]=1)[CH:9]=2)=[O:4].[NH2:24][CH2:25][CH2:26][C:27]([OH:29])=[O:28].C[O-].[Na+].CO. No catalyst specified. The product is [OH:15][C:14]1[C:13]2[C:8](=[CH:9][C:10]([O:16][C:17]3[CH:18]=[CH:19][CH:20]=[CH:21][CH:22]=3)=[CH:11][CH:12]=2)[C:7]([CH3:23])=[N:6][C:5]=1[C:3]([NH:24][CH2:25][CH2:26][C:27]([OH:29])=[O:28])=[O:4]. The yield is 0.810.